This data is from Reaction yield outcomes from USPTO patents with 853,638 reactions. The task is: Predict the reaction yield, written as a fraction of the theoretical maximum amount of product (1.0 means a 100% yield; for example, 0.34 means a 34% yield). (1) The reactants are [CH3:1][C:2]1([CH3:20])[CH2:6][N:5]([C:7]2[CH:12]=[CH:11][C:10]([C:13]#[C:14][Si](C)(C)C)=[CH:9][N:8]=2)[C:4](=[O:19])[CH2:3]1.[F:21][C:22]1[CH:23]=[N:24][CH:25]=[C:26](I)[CH:27]=1.CCN(CC)CC.CCCC[N+](CCCC)(CCCC)CCCC.[F-].C1COCC1. The catalyst is CN(C=O)C.Cl[Pd](Cl)([P](C1C=CC=CC=1)(C1C=CC=CC=1)C1C=CC=CC=1)[P](C1C=CC=CC=1)(C1C=CC=CC=1)C1C=CC=CC=1.[Cu]I.C1(P(C2C=CC=CC=2)C2C=CC=CC=2)C=CC=CC=1. The product is [F:21][C:22]1[CH:27]=[C:26]([C:14]#[C:13][C:10]2[CH:11]=[CH:12][C:7]([N:5]3[CH2:6][C:2]([CH3:20])([CH3:1])[CH2:3][C:4]3=[O:19])=[N:8][CH:9]=2)[CH:25]=[N:24][CH:23]=1. The yield is 0.420. (2) The yield is 0.463. The reactants are [NH2:1][CH2:2][C:3]1[CH:4]=[C:5]2[C:10](=[CH:11][CH:12]=1)[C:9]([NH2:13])=[N:8][CH:7]=[CH:6]2.CN(C(ON1N=N[C:24]2[CH:25]=[CH:26][CH:27]=N[C:23]1=2)=[N+](C)C)C.F[P-](F)(F)(F)(F)F.C[N:39]([CH:41]=O)[CH3:40].C(Cl)Cl.[CH:46]([N:49]([CH2:53][CH3:54])[CH:50]([CH3:52])[CH3:51])([CH3:48])[CH3:47].[CH3:55][OH:56]. No catalyst specified. The product is [NH2:13][C:9]1[C:10]2[C:5](=[CH:4][C:3]([CH2:2][NH:1][C:55]([C:47]3[CH:51]=[C:50]([CH3:52])[N:49]([CH2:53][C:54]4[CH:23]=[CH:24][C:25]([CH2:41][N:39]5[CH:40]=[C:3]([CH3:12])[CH:2]=[N:1]5)=[CH:26][CH:27]=4)[C:46]=3[CH3:48])=[O:56])=[CH:12][CH:11]=2)[CH:6]=[CH:7][N:8]=1. (3) The reactants are [NH2:1][C:2]1[N:6]([CH:7]([CH3:9])[CH3:8])[N:5]=[C:4]([C:10]2[CH:15]=[CH:14][CH:13]=[C:12]([N+:16]([O-:18])=[O:17])[CH:11]=2)[C:3]=1[C:19]([NH2:21])=[O:20].[CH:22](N)=O. No catalyst specified. The product is [CH:7]([N:6]1[C:2]2[N:1]=[CH:22][NH:21][C:19](=[O:20])[C:3]=2[C:4]([C:10]2[CH:15]=[CH:14][CH:13]=[C:12]([N+:16]([O-:18])=[O:17])[CH:11]=2)=[N:5]1)([CH3:9])[CH3:8]. The yield is 0.910. (4) The reactants are [CH3:1][C:2]1([CH3:30])[CH2:11][C:10]2[C:5](=[CH:6][CH:7]=[C:8]([C:12]([O:14][CH3:15])=[O:13])[CH:9]=2)[N:4]=[C:3]1[C:16]1[CH:21]=[CH:20][CH:19]=[C:18]([S:22]([N:25]2[CH2:29][CH2:28][CH2:27][CH2:26]2)(=[O:24])=[O:23])[CH:17]=1. The catalyst is CO.O1CCCC1. The product is [CH3:1][C:2]1([CH3:30])[CH2:11][C:10]2[C:5](=[CH:6][CH:7]=[C:8]([C:12]([O:14][CH3:15])=[O:13])[CH:9]=2)[NH:4][CH:3]1[C:16]1[CH:21]=[CH:20][CH:19]=[C:18]([S:22]([N:25]2[CH2:29][CH2:28][CH2:27][CH2:26]2)(=[O:24])=[O:23])[CH:17]=1. The yield is 0.789. (5) The reactants are [Cl:1][C:2]1[C:3]([O:18][CH3:19])=[C:4]([C:9]([CH3:17])([CH3:16])[CH2:10][C:11](=[O:15])[C:12]([OH:14])=[O:13])[CH:5]=[CH:6][C:7]=1[CH3:8].S(=O)(=O)(O)O.[CH2:25](O)[CH3:26]. No catalyst specified. The product is [CH2:25]([O:13][C:12](=[O:14])[C:11](=[O:15])[CH2:10][C:9]([C:4]1[CH:5]=[CH:6][C:7]([CH3:8])=[C:2]([Cl:1])[C:3]=1[O:18][CH3:19])([CH3:17])[CH3:16])[CH3:26]. The yield is 0.816.